This data is from Forward reaction prediction with 1.9M reactions from USPTO patents (1976-2016). The task is: Predict the product of the given reaction. (1) The product is: [Cl:13][C:12]1[C:6]2[CH:5]=[CH:4][S:8][C:7]=2[CH:9]=[CH:10][CH:11]=1. Given the reactants C([C:4]1[S:8][C:7]2[CH:9]=[CH:10][CH:11]=[C:12]([Cl:13])[C:6]=2[CH:5]=1)(O)=O.N1C2C(=CC=CC=2)C=CC=1, predict the reaction product. (2) Given the reactants [CH2:1]([O:8][C:9](=[O:37])[N:10]([CH2:29][C:30]1[C:31](Cl)=[N:32][CH:33]=[CH:34][CH:35]=1)[CH2:11][C:12]([C:14]1[CH:19]=[C:18]([CH2:20][C:21]2[CH:26]=[CH:25][CH:24]=[CH:23][N:22]=2)[CH:17]=[C:16]([CH2:27][OH:28])[CH:15]=1)=[O:13])[C:2]1[CH:7]=[CH:6][CH:5]=[CH:4][CH:3]=1.C1(P([C:61]2[CH:66]=CC=CC=2)CCCP(C2C=CC=CC=2)C2C=CC=CC=2)C=CC=CC=1.[C:67]([O-:70])(=[O:69])C.[Na+], predict the reaction product. The product is: [CH2:66]([O:70][C:67]([C:31]1[C:30]([CH2:29][N:10]([C:9]([O:8][CH2:1][C:2]2[CH:7]=[CH:6][CH:5]=[CH:4][CH:3]=2)=[O:37])[CH2:11][C:12]([C:14]2[CH:19]=[C:18]([CH2:20][C:21]3[CH:26]=[CH:25][CH:24]=[CH:23][N:22]=3)[CH:17]=[C:16]([CH2:27][OH:28])[CH:15]=2)=[O:13])=[CH:35][CH:34]=[CH:33][N:32]=1)=[O:69])[CH3:61]. (3) Given the reactants [CH3:1][O:2][C:3](/[CH:5]=[CH:6]/[C:7]([OH:9])=[O:8])=[O:4].CCN=C=NCCCN(C)C.Cl.[CH2:22]([N:24]([CH2:30][CH3:31])[C:25](=[O:29])[C@@H:26](O)[CH3:27])[CH3:23], predict the reaction product. The product is: [C:7]([O:9][C@H:26]([C:25](=[O:29])[N:24]([CH2:30][CH3:31])[CH2:22][CH3:23])[CH3:27])(=[O:8])/[CH:6]=[CH:5]/[C:3]([O:2][CH3:1])=[O:4]. (4) Given the reactants [C:1](Cl)(=[O:8])[C:2]1[CH:7]=[CH:6][CH:5]=[CH:4][CH:3]=1.[Br:10][C:11]1[S:15][CH:14]=[C:13]([CH2:16][NH:17][CH3:18])[CH:12]=1.C(N(CC)CC)C, predict the reaction product. The product is: [Br:10][C:11]1[S:15][CH:14]=[C:13]([CH2:16][N:17]([CH3:18])[C:1](=[O:8])[C:2]2[CH:7]=[CH:6][CH:5]=[CH:4][CH:3]=2)[CH:12]=1. (5) Given the reactants C([O:3][C:4]([C:6]1[N:7]=[N:8][C:9]([NH:12][CH2:13][C:14]2[C:15]([C:20]3[CH:25]=[CH:24][C:23]([Cl:26])=[CH:22][N:21]=3)=[N:16][O:17][C:18]=2[CH3:19])=[CH:10][CH:11]=1)=[O:5])C.COC(C1C=NC(OCC2C(C3C=CC(Cl)=CC=3)=NOC=2)=CN=1)=O, predict the reaction product. The product is: [Cl:26][C:23]1[CH:24]=[CH:25][C:20]([C:15]2[C:14]([CH2:13][NH:12][C:9]3[N:8]=[N:7][C:6]([C:4]([OH:5])=[O:3])=[CH:11][CH:10]=3)=[C:18]([CH3:19])[O:17][N:16]=2)=[N:21][CH:22]=1. (6) Given the reactants [C:1]([NH:4][C:5]1[S:6][C:7]([C:14]2[CH:19]=[CH:18][C:17]([S:20][CH3:21])=[CH:16][CH:15]=2)=[C:8]([C:10](OC)=[O:11])[N:9]=1)(=[O:3])[CH3:2].[H-].[Al+3].[Li+].[H-].[H-].[H-], predict the reaction product. The product is: [CH:10]([C:8]1[N:9]=[C:5]([NH:4][C:1](=[O:3])[CH3:2])[S:6][C:7]=1[C:14]1[CH:15]=[CH:16][C:17]([S:20][CH3:21])=[CH:18][CH:19]=1)=[O:11].